This data is from CYP2C9 inhibition data for predicting drug metabolism from PubChem BioAssay. The task is: Regression/Classification. Given a drug SMILES string, predict its absorption, distribution, metabolism, or excretion properties. Task type varies by dataset: regression for continuous measurements (e.g., permeability, clearance, half-life) or binary classification for categorical outcomes (e.g., BBB penetration, CYP inhibition). Dataset: cyp2c9_veith. (1) The molecule is O=C(c1cc(C(F)(F)F)cc(C(F)(F)F)c1)N1CCC2(CC1)CCN(c1ccccc1)CC2. The result is 0 (non-inhibitor). (2) The molecule is CCSc1ccc2c(c1)N(CCCN1CCN(C)CC1)c1ccccc1S2.O=C(O)C[C@@H](O)C(=O)O.O=C(O)C[C@@H](O)C(=O)O. The result is 0 (non-inhibitor). (3) The drug is Cn1c(=O)c(-c2ccc(F)cc2)nc2cnc(N3CCOCC3)nc21. The result is 0 (non-inhibitor). (4) The molecule is CCN(CC(=O)O)C(=O)c1cccnc1. The result is 0 (non-inhibitor). (5) The drug is Cc1ccc(C)c(NC(=S)NNC(=O)c2ccc(Br)o2)c1. The result is 1 (inhibitor). (6) The compound is COC(=O)COc1ccc(Cl)cc1C1Nc2ccccc2C(=O)N1c1ccc(OC)cc1. The result is 1 (inhibitor). (7) The molecule is C[C@@H]1Nc2ccc(Cl)cc2S(=O)(=O)N1. The result is 0 (non-inhibitor). (8) The drug is CCOC(=O)C1=C(C)NC2(O)c3ccccc3C(=O)C12O. The result is 0 (non-inhibitor).